From a dataset of Peptide-MHC class I binding affinity with 185,985 pairs from IEDB/IMGT. Regression. Given a peptide amino acid sequence and an MHC pseudo amino acid sequence, predict their binding affinity value. This is MHC class I binding data. (1) The peptide sequence is ALLKHRFEI. The MHC is HLA-A69:01 with pseudo-sequence HLA-A69:01. The binding affinity (normalized) is 0.298. (2) The peptide sequence is NTITLPCRI. The MHC is H-2-Db with pseudo-sequence H-2-Db. The binding affinity (normalized) is 0. (3) The peptide sequence is YMHGSIHEV. The MHC is HLA-A31:01 with pseudo-sequence HLA-A31:01. The binding affinity (normalized) is 0.216. (4) The peptide sequence is RGGRAFVTI. The MHC is HLA-A11:01 with pseudo-sequence HLA-A11:01. The binding affinity (normalized) is 0. (5) The peptide sequence is LIFLVRCQ. The MHC is H-2-Kb with pseudo-sequence H-2-Kb. The binding affinity (normalized) is 0.207. (6) The peptide sequence is SMFWDGMDY. The MHC is HLA-A33:01 with pseudo-sequence HLA-A33:01. The binding affinity (normalized) is 0.145. (7) The peptide sequence is WLGAAITLVV. The MHC is HLA-A68:02 with pseudo-sequence HLA-A68:02. The binding affinity (normalized) is 0.485.